From a dataset of Full USPTO retrosynthesis dataset with 1.9M reactions from patents (1976-2016). Predict the reactants needed to synthesize the given product. (1) The reactants are: [ClH:1].[N+:2]([C:5]1[CH:14]=[C:13]2[C:8]([CH2:9][CH2:10][NH:11][CH2:12]2)=[CH:7][CH:6]=1)([O-])=O.Cl.O.[OH-].[Na+]. Given the product [ClH:1].[ClH:1].[NH2:2][C:5]1[CH:14]=[C:13]2[C:8]([CH2:9][CH2:10][NH:11][CH2:12]2)=[CH:7][CH:6]=1, predict the reactants needed to synthesize it. (2) Given the product [CH3:1][O:2][C:3]1[CH:4]=[C:5]2[C:10](=[CH:11][C:12]=1[O:13][CH3:14])[N:9]=[CH:8][CH:7]=[C:6]2[O:15][C:16]1[CH:21]=[CH:20][C:19]([NH:22][C:23]([C:25]2[C:26](=[O:41])[N:27]([C:35]3[CH:36]=[CH:37][CH:38]=[CH:39][CH:40]=3)[N:28]([CH2:31][C@H:32]([O:34][C:56](=[O:57])[C@@H:54]([NH:53][C:43]([O:45][CH2:46][C:47]3[CH:52]=[CH:51][CH:50]=[CH:49][CH:48]=3)=[O:44])[CH3:55])[CH3:33])[C:29]=2[CH3:30])=[O:24])=[CH:18][C:17]=1[F:42], predict the reactants needed to synthesize it. The reactants are: [CH3:1][O:2][C:3]1[CH:4]=[C:5]2[C:10](=[CH:11][C:12]=1[O:13][CH3:14])[N:9]=[CH:8][CH:7]=[C:6]2[O:15][C:16]1[CH:21]=[CH:20][C:19]([NH:22][C:23]([C:25]2[C:26](=[O:41])[N:27]([C:35]3[CH:40]=[CH:39][CH:38]=[CH:37][CH:36]=3)[N:28]([CH2:31][C@H:32]([OH:34])[CH3:33])[C:29]=2[CH3:30])=[O:24])=[CH:18][C:17]=1[F:42].[C:43]([NH:53][C@H:54]([C:56](O)=[O:57])[CH3:55])([O:45][CH2:46][C:47]1[CH:52]=[CH:51][CH:50]=[CH:49][CH:48]=1)=[O:44]. (3) Given the product [F:33][C:27]1[CH:28]=[CH:29][CH:30]=[C:31]([F:32])[C:26]=1[CH2:25][C:19]1[CH:20]=[C:21]([CH3:24])[CH:22]=[CH:23][C:18]=1[N:4]([S:5]([C:8]1[CH:13]=[CH:12][C:11]([O:14][CH3:15])=[C:10]([O:16][CH3:17])[CH:9]=1)(=[O:6])=[O:7])[CH2:3][CH2:2][NH:1][C:40](=[O:42])[CH3:41], predict the reactants needed to synthesize it. The reactants are: [NH2:1][CH2:2][CH2:3][N:4]([C:18]1[CH:23]=[CH:22][C:21]([CH3:24])=[CH:20][C:19]=1[CH2:25][C:26]1[C:31]([F:32])=[CH:30][CH:29]=[CH:28][C:27]=1[F:33])[S:5]([C:8]1[CH:13]=[CH:12][C:11]([O:14][CH3:15])=[C:10]([O:16][CH3:17])[CH:9]=1)(=[O:7])=[O:6].N1C=CC=CC=1.[C:40](OC(=O)C)(=[O:42])[CH3:41]. (4) Given the product [CH2:7]([O:14][C:15]1[CH:20]=[CH:19][C:18]([CH:21]2[CH2:26][C:25]3[CH:24]=[N:27][CH:28]=[CH:29][C:30]=3[CH2:31][CH2:22]2)=[CH:17][CH:16]=1)[C:8]1[CH:9]=[CH:10][CH:11]=[CH:12][CH:13]=1, predict the reactants needed to synthesize it. The reactants are: N1C=CN=CN=1.[CH2:7]([O:14][C:15]1[CH:20]=[CH:19][C:18]([CH:21]2[CH2:26][CH2:25][C:24]([N:27]3[CH2:31][CH2:30][CH2:29][CH2:28]3)=C[CH2:22]2)=[CH:17][CH:16]=1)[C:8]1[CH:13]=[CH:12][CH:11]=[CH:10][CH:9]=1.[Cl-].[NH4+].ClCCl. (5) Given the product [C:13]1([S:12][CH2:2][C:3]2[CH:11]=[CH:10][C:6]([C:7]([OH:9])=[O:8])=[CH:5][CH:4]=2)[CH:18]=[CH:17][CH:16]=[CH:15][CH:14]=1, predict the reactants needed to synthesize it. The reactants are: Br[CH2:2][C:3]1[CH:11]=[CH:10][C:6]([C:7]([OH:9])=[O:8])=[CH:5][CH:4]=1.[S-:12][C:13]1[CH:18]=[CH:17][CH:16]=[CH:15][CH:14]=1.[Na+].Cl.